From a dataset of NCI-60 drug combinations with 297,098 pairs across 59 cell lines. Regression. Given two drug SMILES strings and cell line genomic features, predict the synergy score measuring deviation from expected non-interaction effect. (1) Drug 1: CN1CCC(CC1)COC2=C(C=C3C(=C2)N=CN=C3NC4=C(C=C(C=C4)Br)F)OC. Drug 2: C1=CC(=CC=C1CCCC(=O)O)N(CCCl)CCCl. Cell line: SR. Synergy scores: CSS=30.6, Synergy_ZIP=-1.29, Synergy_Bliss=-7.22, Synergy_Loewe=-11.0, Synergy_HSA=-7.16. (2) Drug 1: C1CCC(C1)C(CC#N)N2C=C(C=N2)C3=C4C=CNC4=NC=N3. Drug 2: CC1=C(C(=CC=C1)Cl)NC(=O)C2=CN=C(S2)NC3=CC(=NC(=N3)C)N4CCN(CC4)CCO. Cell line: MOLT-4. Synergy scores: CSS=10.9, Synergy_ZIP=-0.573, Synergy_Bliss=-2.52, Synergy_Loewe=-4.13, Synergy_HSA=-2.25. (3) Drug 1: CC1=C2C(C(=O)C3(C(CC4C(C3C(C(C2(C)C)(CC1OC(=O)C(C(C5=CC=CC=C5)NC(=O)OC(C)(C)C)O)O)OC(=O)C6=CC=CC=C6)(CO4)OC(=O)C)OC)C)OC. Drug 2: CC1=C(N=C(N=C1N)C(CC(=O)N)NCC(C(=O)N)N)C(=O)NC(C(C2=CN=CN2)OC3C(C(C(C(O3)CO)O)O)OC4C(C(C(C(O4)CO)O)OC(=O)N)O)C(=O)NC(C)C(C(C)C(=O)NC(C(C)O)C(=O)NCCC5=NC(=CS5)C6=NC(=CS6)C(=O)NCCC[S+](C)C)O. Cell line: SK-MEL-28. Synergy scores: CSS=25.1, Synergy_ZIP=0.202, Synergy_Bliss=-1.69, Synergy_Loewe=-13.4, Synergy_HSA=-1.34. (4) Synergy scores: CSS=8.97, Synergy_ZIP=-2.63, Synergy_Bliss=1.30, Synergy_Loewe=0.217, Synergy_HSA=0.806. Drug 1: CC1=C2C(C(=O)C3(C(CC4C(C3C(C(C2(C)C)(CC1OC(=O)C(C(C5=CC=CC=C5)NC(=O)OC(C)(C)C)O)O)OC(=O)C6=CC=CC=C6)(CO4)OC(=O)C)O)C)O. Drug 2: C1=CC=C(C=C1)NC(=O)CCCCCCC(=O)NO. Cell line: SN12C. (5) Drug 1: CC1=C(C(=O)C2=C(C1=O)N3CC4C(C3(C2COC(=O)N)OC)N4)N. Drug 2: CC1C(C(CC(O1)OC2CC(CC3=C2C(=C4C(=C3O)C(=O)C5=CC=CC=C5C4=O)O)(C(=O)C)O)N)O. Cell line: A549. Synergy scores: CSS=58.7, Synergy_ZIP=-2.37, Synergy_Bliss=-1.41, Synergy_Loewe=-0.0696, Synergy_HSA=4.08. (6) Drug 1: C1CN1C2=NC(=NC(=N2)N3CC3)N4CC4. Drug 2: CC1=C(C(=O)C2=C(C1=O)N3CC4C(C3(C2COC(=O)N)OC)N4)N. Cell line: CAKI-1. Synergy scores: CSS=37.1, Synergy_ZIP=-3.42, Synergy_Bliss=1.49, Synergy_Loewe=-7.45, Synergy_HSA=-1.04. (7) Drug 1: C1=CC(=C2C(=C1NCCNCCO)C(=O)C3=C(C=CC(=C3C2=O)O)O)NCCNCCO. Drug 2: C1CC(C1)(C(=O)O)C(=O)O.[NH2-].[NH2-].[Pt+2]. Cell line: A549. Synergy scores: CSS=46.7, Synergy_ZIP=-2.99, Synergy_Bliss=-4.53, Synergy_Loewe=-12.8, Synergy_HSA=1.27. (8) Cell line: HT29. Drug 2: C1=NC2=C(N1)C(=S)N=C(N2)N. Synergy scores: CSS=31.7, Synergy_ZIP=3.81, Synergy_Bliss=3.76, Synergy_Loewe=-28.6, Synergy_HSA=-0.00220. Drug 1: C1CCC(C1)C(CC#N)N2C=C(C=N2)C3=C4C=CNC4=NC=N3.